From a dataset of Catalyst prediction with 721,799 reactions and 888 catalyst types from USPTO. Predict which catalyst facilitates the given reaction. (1) Reactant: [Cl:1][C:2]1[CH:7]=[CH:6][C:5]([N:8]2[C:16]([C:17]([NH:19][CH3:20])=[O:18])=[C:15]3[C:10]([CH:11]=[C:12]([N:24]([S:30]([CH3:33])(=[O:32])=[O:31])[CH2:25][CH2:26][CH2:27][CH:28]=[CH2:29])[C:13]([CH:21]4[CH2:23][CH2:22]4)=[CH:14]3)=[N:9]2)=[CH:4][CH:3]=1.[OH:34][CH2:35][CH:36]([CH:40]([OH:42])[CH3:41])[CH2:37][CH2:38]O.C[C:44](C)([O-:46])C.[K+].C1(C)C=CC(S(Cl)(=O)=O)=CC=1.[Cl-].[NH4+]. Product: [Cl:1][C:2]1[CH:7]=[CH:6][C:5]([N:8]2[C:16]([C:17]([NH:19][CH3:20])=[O:18])=[C:15]3[C:10]([CH:11]=[C:12]([N:24]([CH2:38][CH2:37][CH:36]([CH2:35][OH:34])[CH:40]([OH:42])[CH3:41])[S:30]([CH3:33])(=[O:32])=[O:31])[C:13]([CH:21]4[CH2:23][CH2:22]4)=[CH:14]3)=[N:9]2)=[CH:4][CH:3]=1.[Cl:1][C:2]1[CH:7]=[CH:6][C:5]([N:8]2[C:16]([C:17]([NH:19][CH3:20])=[O:18])=[C:15]3[C:10]([CH:11]=[C:12]([N:24]([CH2:25][CH2:26][CH:27]4[CH2:44][O:46][CH:28]4[CH3:29])[S:30]([CH3:33])(=[O:32])=[O:31])[C:13]([CH:21]4[CH2:23][CH2:22]4)=[CH:14]3)=[N:9]2)=[CH:4][CH:3]=1. The catalyst class is: 1. (2) Reactant: [Cl:1][C:2]1[CH:35]=[CH:34][CH:33]=[CH:32][C:3]=1[O:4][C:5]1[CH2:9][N:8]([C@@H:10]([CH2:27][CH2:28][S:29][CH3:30])[C:11]([NH:13][C:14]2[CH:18]=[CH:17][N:16]([CH2:19][C@@H:20]3[CH2:24][O:23]C(C)(C)[O:21]3)[N:15]=2)=[O:12])[C:7](=[O:31])[CH:6]=1.O.C1(C)C=CC(S(O)(=O)=O)=CC=1. Product: [Cl:1][C:2]1[CH:35]=[CH:34][CH:33]=[CH:32][C:3]=1[O:4][C:5]1[CH2:9][N:8]([C@@H:10]([CH2:27][CH2:28][S:29][CH3:30])[C:11]([NH:13][C:14]2[CH:18]=[CH:17][N:16]([CH2:19][C@@H:20]([OH:21])[CH2:24][OH:23])[N:15]=2)=[O:12])[C:7](=[O:31])[CH:6]=1. The catalyst class is: 5.